Dataset: Reaction yield outcomes from USPTO patents with 853,638 reactions. Task: Predict the reaction yield, written as a fraction of the theoretical maximum amount of product (1.0 means a 100% yield; for example, 0.34 means a 34% yield). (1) The reactants are II.Br[CH2:4][CH2:5][CH:6]([O:9][CH3:10])[O:7][CH3:8].[Cl:11][C:12]1[CH:17]=[C:16]([CH:18]=[O:19])[C:15]([F:20])=[CH:14][N:13]=1.[NH4+].[Cl-]. The catalyst is C1COCC1.O. The product is [Cl:11][C:12]1[CH:17]=[C:16]([CH:18]([OH:19])[CH2:4][CH2:5][CH:6]([O:9][CH3:10])[O:7][CH3:8])[C:15]([F:20])=[CH:14][N:13]=1. The yield is 0.250. (2) The product is [NH2:1][C:2]1[CH:10]=[CH:9][C:8]([Br:11])=[CH:7][C:3]=1[C:18]([OH:17])([CH3:19])[CH3:12]. The reactants are [NH2:1][C:2]1[CH:10]=[CH:9][C:8]([Br:11])=[CH:7][C:3]=1C(O)=O.[CH3:12][Mg]Br.CC[O:17][CH2:18][CH3:19].Cl.[OH-].[Na+]. The yield is 0.570. The catalyst is C1COCC1.C(OCC)(=O)C. (3) The catalyst is C1(C)C=CC=CC=1.O1CCCC1. The yield is 0.250. The reactants are [C:1]1([CH2:7][CH2:8][C:9]([NH:11][C:12]2[C:17]([CH2:18]P(=O)(OCC)OCC)=[CH:16][CH:15]=[CH:14][N:13]=2)=O)[CH:6]=[CH:5][CH:4]=[CH:3][CH:2]=1.C(O[K])(C)(C)C. The product is [C:1]1([CH2:7][CH2:8][C:9]2[NH:11][C:12]3=[N:13][CH:14]=[CH:15][CH:16]=[C:17]3[CH:18]=2)[CH:2]=[CH:3][CH:4]=[CH:5][CH:6]=1. (4) The reactants are [C:1]([C:3]1[CH:8]=[CH:7][C:6]([N:9]2[C:13](=[O:14])[C:12]([CH3:16])([CH3:15])[N:11]([C:17]3[CH:32]=[CH:31][C:20]([O:21][C:22]4[CH:30]=[CH:29][CH:28]=[CH:27][C:23]=4[C:24](O)=[O:25])=[C:19]([F:33])[CH:18]=3)[C:10]2=[S:34])=[CH:5][C:4]=1[C:35]([F:38])([F:37])[F:36])#[N:2].CN.O1CCCC1.[CH2:46]([N:48](CC)CC)C. The catalyst is F[P-](F)(F)(F)(F)F.N1(OC(N(C)C)=[N+](C)C)C2N=CC=CC=2N=N1.ClCCl. The product is [C:1]([C:3]1[CH:8]=[CH:7][C:6]([N:9]2[C:13](=[O:14])[C:12]([CH3:15])([CH3:16])[N:11]([C:17]3[CH:32]=[CH:31][C:20]([O:21][C:22]4[CH:30]=[CH:29][CH:28]=[CH:27][C:23]=4[C:24]([NH:48][CH3:46])=[O:25])=[C:19]([F:33])[CH:18]=3)[C:10]2=[S:34])=[CH:5][C:4]=1[C:35]([F:36])([F:37])[F:38])#[N:2]. The yield is 0.327. (5) The reactants are [F:1][C:2]1[CH:9]=[CH:8][C:5]([CH:6]=O)=[C:4]([CH3:10])[CH:3]=1.C(O)(=O)[CH2:12][C:13]([OH:15])=[O:14].N1CCCCC1.Cl. The catalyst is N1C=CC=CC=1. The product is [F:1][C:2]1[CH:9]=[CH:8][C:5](/[CH:6]=[CH:12]/[C:13]([OH:15])=[O:14])=[C:4]([CH3:10])[CH:3]=1. The yield is 0.690. (6) The reactants are Br[C:2]1[CH:7]=[CH:6][C:5]([CH:8]2[O:13][CH2:12][CH2:11][N:10]([C:14]([O:16][C:17]([CH3:20])([CH3:19])[CH3:18])=[O:15])[CH2:9]2)=[CH:4][CH:3]=1.[F:21][C:22]([F:33])([F:32])[C:23]1[CH:24]=[CH:25][C:26]([C:29]([NH2:31])=[O:30])=[N:27][CH:28]=1.C(=O)([O-])[O-].[Cs+].[Cs+].CNCCNC. The catalyst is O1CCOCC1.[Cu]I. The product is [C:17]([O:16][C:14]([N:10]1[CH2:11][CH2:12][O:13][CH:8]([C:5]2[CH:6]=[CH:7][C:2]([NH:31][C:29]([C:26]3[CH:25]=[CH:24][C:23]([C:22]([F:32])([F:21])[F:33])=[CH:28][N:27]=3)=[O:30])=[CH:3][CH:4]=2)[CH2:9]1)=[O:15])([CH3:20])([CH3:19])[CH3:18]. The yield is 0.550. (7) The reactants are [OH:1][C:2]1([CH2:9][N:10]2[CH2:15][CH2:14][C:13]3[NH:16][C:17]([CH:20]=O)=[C:18]([CH3:19])[C:12]=3[C:11]2=[O:22])[CH2:7][CH2:6][N:5]([CH3:8])[CH2:4][CH2:3]1.[Br:23][C:24]1[CH:25]=[C:26]2[C:30](=[CH:31][CH:32]=1)[NH:29][C:28](=[O:33])[CH2:27]2. No catalyst specified. The product is [Br:23][C:24]1[CH:25]=[C:26]2[C:30](=[CH:31][CH:32]=1)[NH:29][C:28](=[O:33])[C:27]2=[CH:20][C:17]1[NH:16][C:13]2[CH2:14][CH2:15][N:10]([CH2:9][C:2]3([OH:1])[CH2:7][CH2:6][N:5]([CH3:8])[CH2:4][CH2:3]3)[C:11](=[O:22])[C:12]=2[C:18]=1[CH3:19]. The yield is 0.480. (8) The reactants are [CH:1]1[CH:2]=[CH:3][C:4]([C:7]2[N:8]=[C:9](Cl)[CH:10]=[C:11]([Cl:13])[N:12]=2)=[CH:5][CH:6]=1.[NH2:15][C:16]1[CH:20]=[C:19]([CH3:21])[NH:18][N:17]=1.C(N(CC)C(C)C)(C)C.[I-].[Na+]. The catalyst is C(O)CCC.CCOC(C)=O. The product is [Cl:13][C:11]1[N:12]=[C:7]([C:4]2[CH:5]=[CH:6][CH:1]=[CH:2][CH:3]=2)[N:8]=[C:9]([NH:15][C:16]2[NH:17][N:18]=[C:19]([CH3:21])[CH:20]=2)[CH:10]=1. The yield is 0.290. (9) The reactants are [Cl-].[CH3:2][S:3]([O:6][C:7]1[CH:12]=[CH:11][CH:10]=[CH:9][C:8]=1[CH:13]1[O:17][N:16]=[C:15]([C:18]2[N:19]=[C:20]([CH:23]3[CH2:28][CH2:27][NH2+:26][CH2:25][CH2:24]3)[S:21][CH:22]=2)[CH2:14]1)(=[O:5])=[O:4].[C:29]([O:32][CH2:33][C:34](Cl)=[O:35])(=[O:31])[CH3:30].C(N(CC)CC)C.O. The catalyst is ClCCl. The product is [C:29]([O:32][CH2:33][C:34]([N:26]1[CH2:27][CH2:28][CH:23]([C:20]2[S:21][CH:22]=[C:18]([C:15]3[CH2:14][CH:13]([C:8]4[CH:9]=[CH:10][CH:11]=[CH:12][C:7]=4[O:6][S:3]([CH3:2])(=[O:4])=[O:5])[O:17][N:16]=3)[N:19]=2)[CH2:24][CH2:25]1)=[O:35])(=[O:31])[CH3:30]. The yield is 0.300. (10) The reactants are Cl.[NH2:2][CH2:3][CH2:4][CH2:5][C:6]([NH:8][C:9]1[CH:18]=[CH:17][C:16]([Cl:19])=[CH:15][C:10]=1[C:11]([O:13][CH3:14])=[O:12])=[O:7].[O:20]1[CH:24]=[CH:23][C:22]([C:25]2[CH:26]=[C:27]([CH:31]=[CH:32][CH:33]=2)[C:28](O)=[O:29])=[CH:21]1.Cl.C(N=C=NCCCN(C)C)C.ON1C2C=CC=CC=2N=N1. The catalyst is CN(C)C(=O)C.C(OCC)(=O)C. The product is [Cl:19][C:16]1[CH:17]=[CH:18][C:9]([NH:8][C:6](=[O:7])[CH2:5][CH2:4][CH2:3][NH:2][C:28]([C:27]2[CH:31]=[CH:32][CH:33]=[C:25]([C:22]3[CH:23]=[CH:24][O:20][CH:21]=3)[CH:26]=2)=[O:29])=[C:10]([CH:15]=1)[C:11]([O:13][CH3:14])=[O:12]. The yield is 0.850.